From a dataset of Forward reaction prediction with 1.9M reactions from USPTO patents (1976-2016). Predict the product of the given reaction. (1) Given the reactants [O:1]1[CH2:6][CH2:5][CH2:4][CH2:3][CH:2]1[O:7][C@H:8]1[CH2:13][CH2:12][C@H:11]([CH2:14][OH:15])[CH2:10][CH2:9]1.[Br:16][C:17]1[CH:22]=[CH:21][C:20](O)=[CH:19][C:18]=1[F:24].BrC1C=CC(OC[C@@H]2CC[C@H](OC3CCCCO3)CC2)=CC=1, predict the reaction product. The product is: [Br:16][C:17]1[CH:22]=[CH:21][C:20]([O:15][CH2:14][C@H:11]2[CH2:12][CH2:13][C@H:8]([O:7][CH:2]3[CH2:3][CH2:4][CH2:5][CH2:6][O:1]3)[CH2:9][CH2:10]2)=[CH:19][C:18]=1[F:24]. (2) The product is: [Cl:1][C:2]1[CH:6]=[N:5][N:4]([CH3:7])[C:3]=1[C:8]1[CH:9]=[C:10]([NH:16][C:17]([NH:19][C:20]2[CH:25]=[CH:24][C:23]([F:26])=[CH:22][C:21]=2[F:27])=[O:18])[CH:11]=[CH:12][C:13]=1[OH:14]. Given the reactants [Cl:1][C:2]1[CH:6]=[N:5][N:4]([CH3:7])[C:3]=1[C:8]1[CH:9]=[C:10]([NH:16][C:17]([NH:19][C:20]2[CH:25]=[CH:24][C:23]([F:26])=[CH:22][C:21]=2[F:27])=[O:18])[CH:11]=[CH:12][C:13]=1[O:14]C.[Cl-].[Al+3].[Cl-].[Cl-].C(OCC)(=O)C, predict the reaction product. (3) Given the reactants Br[C:2]1[CH:3]=[C:4]2[C:9](=[CH:10][CH:11]=1)[C:8](=[O:12])[N:7](CC1C=CC(OC)=CC=1)[CH:6]=[CH:5]2.C(OC([N:29]1[CH2:32][CH:31]([NH2:33])[CH2:30]1)=O)(C)(C)C.[ClH:34].C1C2C(=CC(NC3CCNCC3)=CC=2)C=CN=1, predict the reaction product. The product is: [ClH:34].[NH:29]1[CH2:32][CH:31]([NH:33][C:2]2[CH:3]=[C:4]3[C:9](=[CH:10][CH:11]=2)[C:8](=[O:12])[NH:7][CH:6]=[CH:5]3)[CH2:30]1. (4) Given the reactants C([O:5][C:6]1[CH:11]=[CH:10][C:9]([C@H:12]([NH2:14])[CH3:13])=[CH:8][CH:7]=1)(C)(C)C.[OH-].[Na+], predict the reaction product. The product is: [NH2:14][C@@H:12]([C:9]1[CH:10]=[CH:11][C:6]([OH:5])=[CH:7][CH:8]=1)[CH3:13].